Dataset: Reaction yield outcomes from USPTO patents with 853,638 reactions. Task: Predict the reaction yield, written as a fraction of the theoretical maximum amount of product (1.0 means a 100% yield; for example, 0.34 means a 34% yield). (1) The reactants are [CH3:1][C:2]1[CH:3]=[C:4]([C:9]2[N:10]=[C:11]([NH2:20])[S:12][C:13]=2[C:14]2[CH:19]=[CH:18][N:17]=[CH:16][CH:15]=2)[CH:5]=[C:6]([CH3:8])[CH:7]=1.[CH2:21]([N:24]=[C:25]=[O:26])[CH2:22][CH3:23].C(=O)([O-])O.[Na+]. The catalyst is CN(C)C(=O)C. The product is [CH3:1][C:2]1[CH:3]=[C:4]([C:9]2[N:10]=[C:11]([NH:20][C:25]([NH:24][CH2:21][CH2:22][CH3:23])=[O:26])[S:12][C:13]=2[C:14]2[CH:19]=[CH:18][N:17]=[CH:16][CH:15]=2)[CH:5]=[C:6]([CH3:8])[CH:7]=1. The yield is 0.330. (2) The reactants are BrCCBr.C[Si](Cl)(C)C.[C:10]([O:14][C:15]([N:17]1[CH2:20][CH:19](I)[CH2:18]1)=[O:16])([CH3:13])([CH3:12])[CH3:11].Br[C:23]1[CH:28]=[CH:27][C:26]([N+:29]([O-:31])=[O:30])=[CH:25][N:24]=1. The catalyst is C1COCC1.[Zn].C1C=CC(/C=C/C(/C=C/C2C=CC=CC=2)=O)=CC=1.C1C=CC(/C=C/C(/C=C/C2C=CC=CC=2)=O)=CC=1.C1C=CC(/C=C/C(/C=C/C2C=CC=CC=2)=O)=CC=1.[Pd].[Pd].O1C=CC=C1P(C1OC=CC=1)C1OC=CC=1. The product is [C:10]([O:14][C:15]([N:17]1[CH2:20][CH:19]([C:23]2[CH:28]=[CH:27][C:26]([N+:29]([O-:31])=[O:30])=[CH:25][N:24]=2)[CH2:18]1)=[O:16])([CH3:13])([CH3:12])[CH3:11]. The yield is 0.710. (3) The reactants are [CH3:1][C:2]1[O:6][N:5]=[C:4]([C:7]2[CH:12]=[CH:11][CH:10]=[CH:9][CH:8]=2)[C:3]=1[CH2:13][O:14][C:15]1[CH:23]=[CH:22][C:18]([C:19]([OH:21])=O)=[CH:17][N:16]=1.[F:24][C:25]([F:30])([F:29])[CH:26]([NH2:28])[CH3:27]. No catalyst specified. The product is [CH3:1][C:2]1[O:6][N:5]=[C:4]([C:7]2[CH:8]=[CH:9][CH:10]=[CH:11][CH:12]=2)[C:3]=1[CH2:13][O:14][C:15]1[CH:23]=[CH:22][C:18]([C:19]([NH:28][CH:26]([CH3:27])[C:25]([F:30])([F:29])[F:24])=[O:21])=[CH:17][N:16]=1. The yield is 0.470. (4) The reactants are [CH2:1]([O:8][C:9]1[CH:14]=[CH:13][C:12]([CH:15]([OH:18])[CH2:16][CH3:17])=[C:11]([O:19][C:20]2[C:29]3[C:24](=[CH:25][C:26]([O:32][CH3:33])=[C:27]([O:30][CH3:31])[CH:28]=3)[N:23]=[CH:22][CH:21]=2)[CH:10]=1)[C:2]1[CH:7]=[CH:6][CH:5]=[CH:4][CH:3]=1.O. The catalyst is CS(C)=O. The product is [CH2:1]([O:8][C:9]1[CH:14]=[CH:13][C:12]([C:15](=[O:18])[CH2:16][CH3:17])=[C:11]([O:19][C:20]2[C:29]3[C:24](=[CH:25][C:26]([O:32][CH3:33])=[C:27]([O:30][CH3:31])[CH:28]=3)[N:23]=[CH:22][CH:21]=2)[CH:10]=1)[C:2]1[CH:7]=[CH:6][CH:5]=[CH:4][CH:3]=1. The yield is 0.0700.